Dataset: Full USPTO retrosynthesis dataset with 1.9M reactions from patents (1976-2016). Task: Predict the reactants needed to synthesize the given product. (1) Given the product [F:1][C:2]1[CH:3]=[CH:4][C:5]2[C:15](=[O:16])[C:14]([C:17]([OH:19])=[O:18])=[CH:13][N:7]3[C@@H:8]([CH3:12])[CH2:9][O:10][C:11]=1[C:6]=23, predict the reactants needed to synthesize it. The reactants are: [F:1][C:2]1[CH:3]=[CH:4][C:5]2[C:15](=[O:16])[C:14]([C:17]([O:19]CC)=[O:18])=[CH:13][N:7]3[C@@H:8]([CH3:12])[CH2:9][O:10][C:11]=1[C:6]=23.C(O)(=O)C.Cl.O. (2) Given the product [N:11]1([C:14]2[CH:15]=[C:16]([O:39][CH3:40])[CH:17]=[C:18]3[C:23]=2[O:22][CH:21]([C:24]([NH:25][C:26]2[CH:27]=[CH:28][C:29]([N:32]4[CH2:33][CH2:34][O:35][CH2:36][CH2:37]4)=[CH:30][CH:31]=2)=[O:38])[CH2:20][CH2:19]3)[CH2:12][CH2:13][NH:8][CH2:9][CH2:10]1, predict the reactants needed to synthesize it. The reactants are: C(OC([N:8]1[CH2:13][CH2:12][N:11]([C:14]2[CH:15]=[C:16]([O:39][CH3:40])[CH:17]=[C:18]3[C:23]=2[O:22][CH:21]([C:24](=[O:38])[NH:25][C:26]2[CH:31]=[CH:30][C:29]([N:32]4[CH2:37][CH2:36][O:35][CH2:34][CH2:33]4)=[CH:28][CH:27]=2)[CH2:20][CH2:19]3)[CH2:10][CH2:9]1)=O)(C)(C)C.FC(F)(F)C(O)=O.